Dataset: NCI-60 drug combinations with 297,098 pairs across 59 cell lines. Task: Regression. Given two drug SMILES strings and cell line genomic features, predict the synergy score measuring deviation from expected non-interaction effect. (1) Drug 1: COC1=C(C=C2C(=C1)N=CN=C2NC3=CC(=C(C=C3)F)Cl)OCCCN4CCOCC4. Drug 2: CS(=O)(=O)CCNCC1=CC=C(O1)C2=CC3=C(C=C2)N=CN=C3NC4=CC(=C(C=C4)OCC5=CC(=CC=C5)F)Cl. Cell line: MDA-MB-231. Synergy scores: CSS=12.7, Synergy_ZIP=1.30, Synergy_Bliss=2.47, Synergy_Loewe=-1.20, Synergy_HSA=-0.470. (2) Synergy scores: CSS=27.7, Synergy_ZIP=-6.15, Synergy_Bliss=-9.89, Synergy_Loewe=-6.44, Synergy_HSA=-5.42. Drug 1: CC1=C(N=C(N=C1N)C(CC(=O)N)NCC(C(=O)N)N)C(=O)NC(C(C2=CN=CN2)OC3C(C(C(C(O3)CO)O)O)OC4C(C(C(C(O4)CO)O)OC(=O)N)O)C(=O)NC(C)C(C(C)C(=O)NC(C(C)O)C(=O)NCCC5=NC(=CS5)C6=NC(=CS6)C(=O)NCCC[S+](C)C)O. Cell line: KM12. Drug 2: CC1C(C(CC(O1)OC2CC(CC3=C2C(=C4C(=C3O)C(=O)C5=CC=CC=C5C4=O)O)(C(=O)C)O)N)O. (3) Drug 1: C1=CN(C(=O)N=C1N)C2C(C(C(O2)CO)O)O.Cl. Drug 2: C(CCl)NC(=O)N(CCCl)N=O. Cell line: NCIH23. Synergy scores: CSS=31.7, Synergy_ZIP=1.08, Synergy_Bliss=0.948, Synergy_Loewe=-18.7, Synergy_HSA=0.599.